From a dataset of Peptide-MHC class II binding affinity with 134,281 pairs from IEDB. Regression. Given a peptide amino acid sequence and an MHC pseudo amino acid sequence, predict their binding affinity value. This is MHC class II binding data. (1) The peptide sequence is VILSDNGILCPTLPK. The MHC is DRB1_0101 with pseudo-sequence DRB1_0101. The binding affinity (normalized) is 0.452. (2) The peptide sequence is DILLRMSKMQLGSSS. The MHC is DRB1_1101 with pseudo-sequence DRB1_1101. The binding affinity (normalized) is 0.402. (3) The peptide sequence is FDLRAQGINLIIHYV. The MHC is HLA-DQA10501-DQB10201 with pseudo-sequence HLA-DQA10501-DQB10201. The binding affinity (normalized) is 0.0718.